Predict the product of the given reaction. From a dataset of Forward reaction prediction with 1.9M reactions from USPTO patents (1976-2016). (1) Given the reactants O1CCCCC1[O:7][CH2:8][C:9]#[C:10][CH2:11][CH2:12][CH2:13][CH2:14][CH2:15][CH2:16][CH2:17][CH2:18][CH2:19][CH2:20][CH2:21][CH2:22][C:23]([OH:25])=[O:24].[CH3:26]COCC, predict the reaction product. The product is: [OH:7][CH2:8][C:9]#[C:10][CH2:11][CH2:12][CH2:13][CH2:14][CH2:15][CH2:16][CH2:17][CH2:18][CH2:19][CH2:20][CH2:21][CH2:22][C:23]([O:25][CH3:26])=[O:24]. (2) Given the reactants [N:1]1[CH:6]=[CH:5][C:4]([CH2:7][NH:8][C:9](=[O:16])[NH:10][O:11][CH2:12][C:13]([OH:15])=O)=[CH:3][CH:2]=1.[NH2:17][C@@H:18]([CH2:41][C:42]([NH:44][C:45]([C:58]1[CH:63]=[CH:62][CH:61]=[CH:60][CH:59]=1)([C:52]1[CH:57]=[CH:56][CH:55]=[CH:54][CH:53]=1)[C:46]1[CH:51]=[CH:50][CH:49]=[CH:48][CH:47]=1)=[O:43])[C:19]([N:21]([CH2:31][C:32]1[C:33]2[CH:40]=[CH:39][CH:38]=[CH:37][C:34]=2[S:35][CH:36]=1)[C@@H:22]([CH3:30])[CH:23]([O:27][CH2:28][CH3:29])[O:24][CH2:25][CH3:26])=[O:20], predict the reaction product. The product is: [S:35]1[CH:36]=[C:32]([CH2:31][N:21]([C@@H:22]([CH3:30])[CH:23]([O:24][CH2:25][CH3:26])[O:27][CH2:28][CH3:29])[C:19](=[O:20])[C@@H:18]([NH:17][C:13](=[O:15])[CH2:12][O:11][NH:10][C:9]([NH:8][CH2:7][C:4]2[CH:3]=[CH:2][N:1]=[CH:6][CH:5]=2)=[O:16])[CH2:41][C:42](=[O:43])[NH:44][C:45]([C:46]2[CH:47]=[CH:48][CH:49]=[CH:50][CH:51]=2)([C:58]2[CH:63]=[CH:62][CH:61]=[CH:60][CH:59]=2)[C:52]2[CH:53]=[CH:54][CH:55]=[CH:56][CH:57]=2)[C:33]2[CH:40]=[CH:39][CH:38]=[CH:37][C:34]1=2.